Dataset: Peptide-MHC class I binding affinity with 185,985 pairs from IEDB/IMGT. Task: Regression. Given a peptide amino acid sequence and an MHC pseudo amino acid sequence, predict their binding affinity value. This is MHC class I binding data. (1) The peptide sequence is LDKGKLWHL. The MHC is HLA-A01:01 with pseudo-sequence HLA-A01:01. The binding affinity (normalized) is 0.0847. (2) The peptide sequence is FFKQTFGSL. The MHC is HLA-B15:01 with pseudo-sequence HLA-B15:01. The binding affinity (normalized) is 0.320.